The task is: Predict the reaction yield, written as a fraction of the theoretical maximum amount of product (1.0 means a 100% yield; for example, 0.34 means a 34% yield).. This data is from Reaction yield outcomes from USPTO patents with 853,638 reactions. (1) The reactants are [Cl:1][C:2]1[CH:3]=[CH:4][C:5]([O:10][CH2:11][C:12]2[CH:17]=[CH:16][C:15]([Cl:18])=[CH:14][C:13]=2[F:19])=[C:6]([CH:9]=1)[CH:7]=[O:8].[CH3:20][Mg]Br.[Cl-].[NH4+]. The catalyst is C(OCC)C.O. The yield is 1.00. The product is [Cl:1][C:2]1[CH:3]=[CH:4][C:5]([O:10][CH2:11][C:12]2[CH:17]=[CH:16][C:15]([Cl:18])=[CH:14][C:13]=2[F:19])=[C:6]([CH:7]([OH:8])[CH3:20])[CH:9]=1. (2) The reactants are [Si]([O:8][CH2:9][CH2:10][C@@H:11]1[CH2:23][C:22]2[C:21]3[C:20]([O:24][CH:25]4[CH2:30][CH2:29][CH:28]([NH:31][C:32](=[O:38])[O:33][C:34]([CH3:37])([CH3:36])[CH3:35])[CH2:27][CH2:26]4)=[N:19][CH:18]=[N:17][C:16]=3[S:15][C:14]=2[CH2:13][CH2:12]1)(C(C)(C)C)(C)C.CCCC[N+](CCCC)(CCCC)CCCC.[F-]. The catalyst is C1COCC1. The product is [OH:8][CH2:9][CH2:10][C@@H:11]1[CH2:23][C:22]2[C:21]3[C:20]([O:24][CH:25]4[CH2:26][CH2:27][CH:28]([NH:31][C:32](=[O:38])[O:33][C:34]([CH3:36])([CH3:35])[CH3:37])[CH2:29][CH2:30]4)=[N:19][CH:18]=[N:17][C:16]=3[S:15][C:14]=2[CH2:13][CH2:12]1. The yield is 0.900. (3) The reactants are [CH2:1]([Li])[CH2:2][CH2:3]C.[C:6]([O:10][C:11]([N:13]1[CH2:18][CH2:17][C:16](=[O:19])[CH2:15][CH:14]1[C:20]([OH:22])=[O:21])=[O:12])([CH3:9])([CH3:8])[CH3:7].[CH3:23]COC(C)=O.[NH4+].[Cl-]. The catalyst is C1COCC1.O. The product is [CH3:23][O:21][C:20]([CH:14]1[CH2:15][C:16]([CH2:3][CH:2]=[CH2:1])([OH:19])[CH2:17][CH2:18][N:13]1[C:11]([O:10][C:6]([CH3:9])([CH3:7])[CH3:8])=[O:12])=[O:22]. The yield is 0.730. (4) The reactants are [N:1]1[C:8](Cl)=[N:7][C:5]([Cl:6])=[N:4][C:2]=1[Cl:3].C(=O)(O)[O-].[K+].[CH:15]1([CH2:21][OH:22])[CH2:20][CH2:19][CH2:18][CH2:17][CH2:16]1. The yield is 0.990. The catalyst is C1(C)C=CC=CC=1.C1OCCOCCOCCOCCOCCOC1. The product is [Cl:3][C:2]1[N:4]=[C:5]([Cl:6])[N:7]=[C:8]([O:22][CH2:21][CH:15]2[CH2:20][CH2:19][CH2:18][CH2:17][CH2:16]2)[N:1]=1. (5) The reactants are [CH3:1][O:2][C:3](=[O:24])[C:4]1[CH:16]=[C:15]([C:17]([C:19]2[O:20][CH:21]=[CH:22][CH:23]=2)=O)[CH:14]=[C:6]([C:7]([N:9]([CH3:13])[CH2:10][CH2:11][CH3:12])=[O:8])[CH:5]=1.[CH2:25]([SH:28])[CH2:26][SH:27].B(F)(F)F.CCCCOCCCC. The catalyst is ClCCl. The product is [CH3:1][O:2][C:3](=[O:24])[C:4]1[CH:16]=[C:15]([C:17]2([C:19]3[O:20][CH:21]=[CH:22][CH:23]=3)[S:28][CH2:25][CH2:26][S:27]2)[CH:14]=[C:6]([C:7]([N:9]([CH3:13])[CH2:10][CH2:11][CH3:12])=[O:8])[CH:5]=1. The yield is 0.380.